This data is from Experimentally validated miRNA-target interactions with 360,000+ pairs, plus equal number of negative samples. The task is: Binary Classification. Given a miRNA mature sequence and a target amino acid sequence, predict their likelihood of interaction. (1) Result: 0 (no interaction). The protein sequence of the target gene is MLSLKLPQLLQVHQVPRVFWEDGIMSGYRRPTSSALDCVLSSFQMTNETVNIWTHFLPTWYFLWRLLALAGGPGFRAEPYHWPLLVFLLPACLYPFASCCAHTFSSMSPRMRHICYFLDYGALSLYSLGCAFPYAAYSMPASWLHGHLHQFFVPAAALNSFLCTGLSCYSRFLELESPGLSKVLRTGAFAYPFLFDNLPLFYRLGLCWGRGHGCGQEALSTSHGYHLFCALLTGFLFASHLPERLAPGRFDYIGHSHQLFHICAVLGTHFQLEAVLADMGSRRAWLATQEPALGLAGTVA.... The miRNA is mmu-miR-96-5p with sequence UUUGGCACUAGCACAUUUUUGCU. (2) The miRNA is hsa-miR-3152-5p with sequence AUUGCCUCUGUUCUAACACAAG. The protein sequence of the target gene is MRRRRRRDGFYLAPDFRHREAEDMAGVFDIDLDQPEDAGSEDELEEGGQLNESMDHGGVGPYELGMEHCEKFEISETSVNRGPEKIRPECFELLRVLGKGGYGKVFQVRKVTGANTGKIFAMKVLKKAMIVRNAKDTAHTKAERNILEEVKHPFIVDLIYAFQTGGKLYLILEYLSGGELFMQLEREGIFMEDTACFYLAEISMALGHLHQKGIIYRDLKPENIMLNHQGHVKLTDFGLCKESIHDGTVTHTFCGTIEYMAPEILMRSGHNRAVDWWSLGALMYDMLTGAPPFTGENRKK.... Result: 0 (no interaction). (3) The miRNA is hsa-miR-183-3p with sequence GUGAAUUACCGAAGGGCCAUAA. The protein sequence of the target gene is MNPASDGGTSESIFDLDYASWGIRSTLMVAGFVFYLGVFVVCHQLSSSLNATYRSLVAREKVFWDLAATRAVFGVQSTAAGLWALLGDPVLHADKARGQQNWCWFHITTATGFFCFENVAVHLSNLIFRTFDLFLVIHHLFAFLGFLGCLVNLQAGHYLAMTTLLLEMSTPFTCVSWMLLKAGWSESLFWKLNQWLMIHMFHCRMVLTYHMWWVCFWHWDGLVSSLYLPHLTLFLVGLALLTLIINPYWTHKKTQQLLNPVDWNFAQPEAKSRPEGNGQLLRKKRP. Result: 1 (interaction).